This data is from Forward reaction prediction with 1.9M reactions from USPTO patents (1976-2016). The task is: Predict the product of the given reaction. (1) Given the reactants [N:1]1([C:8]([O:10][CH2:11][C:12]2[CH:17]=[CH:16][CH:15]=[CH:14][CH:13]=2)=[O:9])[CH2:3][C@H:2]1[C:4]([O:6][CH3:7])=[O:5].[CH2:18]([OH:20])[CH3:19], predict the reaction product. The product is: [CH2:18]([O:20][CH2:3][C@@H:2]([C:4]([O:6][CH3:7])=[O:5])[NH:1][C:8]([O:10][CH2:11][C:12]1[CH:13]=[CH:14][CH:15]=[CH:16][CH:17]=1)=[O:9])[CH3:19]. (2) The product is: [Cl:14][C:15]1[CH:22]=[CH:21][CH:20]=[C:19]([Cl:23])[C:16]=1[CH:17]1[O:12][N:11]=[C:10]([C:6]2[CH:7]=[CH:8][CH:9]=[C:4]([N+:1]([O-:3])=[O:2])[CH:5]=2)[CH2:18]1. Given the reactants [N+:1]([C:4]1[CH:5]=[C:6]([C:10](Cl)=[N:11][OH:12])[CH:7]=[CH:8][CH:9]=1)([O-:3])=[O:2].[Cl:14][C:15]1[CH:22]=[CH:21][CH:20]=[C:19]([Cl:23])[C:16]=1[CH:17]=[CH2:18].C(N(CC)CC)C, predict the reaction product. (3) Given the reactants [NH2:1][C:2]1[C:15]2[C:14](=[O:16])[C:13]([C:17]#[N:18])=[CH:12][N:7]3[C@@H:8]([CH3:11])[CH2:9][O:10][C:5]([C:6]=23)=[C:4](F)[C:3]=1[F:20].[N:21]1[CH:26]=[CH:25][CH:24]=[C:23]([C@@H:27]2[CH2:31][CH2:30][C@@H:29]([NH2:32])[CH2:28]2)[CH:22]=1.C(N(C(C)C)CC)(C)C, predict the reaction product. The product is: [NH2:1][C:2]1[C:15]2[C:14](=[O:16])[C:13]([C:17]#[N:18])=[CH:12][N:7]3[C@@H:8]([CH3:11])[CH2:9][O:10][C:5]([C:6]=23)=[C:4]([NH:32][C@H:29]2[CH2:30][CH2:31][C@H:27]([C:23]3[CH:22]=[N:21][CH:26]=[CH:25][CH:24]=3)[CH2:28]2)[C:3]=1[F:20]. (4) Given the reactants [OH:1][CH2:2][CH2:3][CH2:4][O:5][C:6]1[CH:14]=[CH:13][C:9]([C:10]([OH:12])=[O:11])=[CH:8][CH:7]=1.[Si:15](Cl)([C:18]([CH3:21])([CH3:20])[CH3:19])([CH3:17])[CH3:16].N1C=CN=C1.C([O-])([O-])=O.[K+].[K+], predict the reaction product. The product is: [Si:15]([O:1][CH2:2][CH2:3][CH2:4][O:5][C:6]1[CH:14]=[CH:13][C:9]([C:10]([OH:12])=[O:11])=[CH:8][CH:7]=1)([C:18]([CH3:21])([CH3:20])[CH3:19])([CH3:17])[CH3:16]. (5) Given the reactants O[CH2:2][C:3]1[N:7]([CH2:8][CH2:9][CH3:10])[CH:6]=[N:5][CH:4]=1.S(Cl)([Cl:13])=O, predict the reaction product. The product is: [ClH:13].[Cl:13][CH2:2][C:3]1[N:7]([CH2:8][CH2:9][CH3:10])[CH:6]=[N:5][CH:4]=1. (6) Given the reactants Cl[C:2]1[N:7]=[N:6][C:5]([N:8]([CH3:19])[CH:9]2[CH2:14][C:13]([CH3:16])([CH3:15])[NH:12][C:11]([CH3:18])([CH3:17])[CH2:10]2)=[CH:4][CH:3]=1.[CH2:20]([O:27][C:28]1[C:37](B(O)O)=[C:36]2[C:31]([CH:32]=[CH:33][CH:34]=[N:35]2)=[CH:30][CH:29]=1)[C:21]1[CH:26]=[CH:25][CH:24]=[CH:23][CH:22]=1.C(=O)([O-])[O-].[Na+].[Na+].Cl, predict the reaction product. The product is: [CH2:20]([O:27][C:28]1[C:37]([C:2]2[N:7]=[N:6][C:5]([N:8]([CH3:19])[CH:9]3[CH2:14][C:13]([CH3:16])([CH3:15])[NH:12][C:11]([CH3:18])([CH3:17])[CH2:10]3)=[CH:4][CH:3]=2)=[C:36]2[C:31]([CH:32]=[CH:33][CH:34]=[N:35]2)=[CH:30][CH:29]=1)[C:21]1[CH:22]=[CH:23][CH:24]=[CH:25][CH:26]=1. (7) Given the reactants ClC1N=C(C2C=CC(SN)=CC=2)C=CN=1.[Cl:16][C:17]1[N:22]=[C:21]([S:23][C:24]2[CH:29]=[CH:28][C:27]([NH2:30])=[CH:26][CH:25]=2)[CH:20]=[CH:19][N:18]=1.[C:31](O)(=[O:34])[CH:32]=[CH2:33], predict the reaction product. The product is: [Cl:16][C:17]1[N:22]=[C:21]([S:23][C:24]2[CH:25]=[CH:26][C:27]([NH:30][C:31](=[O:34])[CH:32]=[CH2:33])=[CH:28][CH:29]=2)[CH:20]=[CH:19][N:18]=1.